The task is: Predict the product of the given reaction.. This data is from Forward reaction prediction with 1.9M reactions from USPTO patents (1976-2016). Given the reactants [CH3:1][O:2][C:3]1[C:8]([O:9][CH3:10])=[CH:7][CH:6]=[CH:5][C:4]=1[C@@H:11]1[C:17]2[CH:18]=[C:19](C(F)(F)F)[CH:20]=[CH:21][C:16]=2[NH:15][C:14](=S)[C@@H:13]([CH2:27][C:28]([O:30][CH2:31][CH3:32])=[O:29])[O:12]1.O.NN.[F:36][C:37]([F:42])([CH3:41])[C:38](O)=O.[ClH:43].C(N=C=NCCCN(C)C)C.O.ON1C2C=CC=CC=2[N:59]=[N:58]1, predict the reaction product. The product is: [Cl:43][C:19]1[CH:20]=[CH:21][C:16]2[N:15]3[C:38]([C:37]([F:42])([F:36])[CH3:41])=[N:58][N:59]=[C:14]3[C@@H:13]([CH2:27][C:28]([O:30][CH2:31][CH3:32])=[O:29])[O:12][C@H:11]([C:4]3[CH:5]=[CH:6][CH:7]=[C:8]([O:9][CH3:10])[C:3]=3[O:2][CH3:1])[C:17]=2[CH:18]=1.